This data is from Forward reaction prediction with 1.9M reactions from USPTO patents (1976-2016). The task is: Predict the product of the given reaction. (1) Given the reactants [NH2:1][C:2]1[N:3]=[CH:4][C:5]([CH:9]2[CH2:14][CH2:13][N:12](C(OC(C)(C)C)=O)[CH2:11][CH2:10]2)=[N:6][C:7]=1[Br:8].C(O)(C(F)(F)F)=O.C1(C)C=CC=CC=1, predict the reaction product. The product is: [Br:8][C:7]1[C:2]([NH2:1])=[N:3][CH:4]=[C:5]([CH:9]2[CH2:10][CH2:11][NH:12][CH2:13][CH2:14]2)[N:6]=1. (2) Given the reactants F[C:2]1[CH:16]=[CH:15][C:5]([O:6][CH:7]([OH:14])[C:8]2[CH:13]=[CH:12][CH:11]=[CH:10][CH:9]=2)=[CH:4][CH:3]=1.C(N(CC)CC)C.[C:24](Cl)(=[O:26])[CH3:25].C(Cl)[Cl:29], predict the reaction product. The product is: [C:24]([O:14][CH:7]([O:6][C:5]1[CH:15]=[CH:16][C:2]([Cl:29])=[CH:3][CH:4]=1)[C:8]1[CH:13]=[CH:12][CH:11]=[CH:10][CH:9]=1)(=[O:26])[CH3:25].